This data is from Full USPTO retrosynthesis dataset with 1.9M reactions from patents (1976-2016). The task is: Predict the reactants needed to synthesize the given product. (1) Given the product [C:32]1([C:38]2[N:39]=[C:40]3[N:45]=[C:44]([NH:46][C:47]([C:49]4[N:53]=[N:52][NH:51][C:50]=4[C:54]([N:4]4[CH2:5][CH2:9][CH2:7]4)=[O:56])=[O:48])[CH:43]=[CH:42][N:41]3[CH:57]=2)[CH:37]=[CH:36][CH:35]=[CH:34][CH:33]=1, predict the reactants needed to synthesize it. The reactants are: C([N:4]([CH:7]([CH3:9])C)[CH2:5]C)(C)C.CN(C(ON1N=NC2C=CC=CC1=2)=[N+](C)C)C.[B-](F)(F)(F)F.[C:32]1([C:38]2[N:39]=[C:40]3[N:45]=[C:44]([NH:46][C:47]([C:49]4[N:53]=[N:52][NH:51][C:50]=4[C:54]([OH:56])=O)=[O:48])[CH:43]=[CH:42][N:41]3[CH:57]=2)[CH:37]=[CH:36][CH:35]=[CH:34][CH:33]=1.N1CCC1. (2) Given the product [CH3:28][O:27][C:4]1[C:3]([C:1]#[N:2])=[CH:12][CH:11]=[C:10]2[C:5]=1[CH2:6][CH2:7][O:8][CH:9]2[CH2:13][N:14]1[CH2:19][CH2:18][NH:17][CH2:16][CH2:15]1, predict the reactants needed to synthesize it. The reactants are: [C:1]([C:3]1[C:4]([O:27][CH3:28])=[C:5]2[C:10](=[CH:11][CH:12]=1)[CH:9]([CH2:13][N:14]1[CH2:19][CH2:18][N:17](C(OC(C)(C)C)=O)[CH2:16][CH2:15]1)[O:8][CH2:7][CH2:6]2)#[N:2].C(O)(C(F)(F)F)=O. (3) Given the product [NH2:4][C:3]1[N:32]([CH3:31])[N:33]=[C:14]([CH:8]2[CH2:13][CH2:12][CH2:11][CH2:10][CH2:9]2)[C:2]=1[C:1]#[N:5], predict the reactants needed to synthesize it. The reactants are: [C:1](#[N:5])[CH2:2][C:3]#[N:4].[H-].[Na+].[CH:8]1([C:14](Cl)=O)[CH2:13][CH2:12][CH2:11][CH2:10][CH2:9]1.S(OC)(OC)(=O)=O.C(N(CC)CC)C.[CH3:31][NH:32][NH2:33]. (4) Given the product [C:17]([NH:20][C:21]1[CH:22]=[CH:23][C:24]([S:27]([NH:10][CH2:9][CH2:8][CH2:7][N:4]2[CH2:5][CH2:6][O:1][CH2:2][CH2:3]2)(=[O:29])=[O:28])=[CH:25][CH:26]=1)(=[O:19])[CH3:18], predict the reactants needed to synthesize it. The reactants are: [O:1]1[CH2:6][CH2:5][N:4]([CH2:7][CH2:8][CH2:9][NH2:10])[CH2:3][CH2:2]1.C(=O)([O-])[O-].[K+].[K+].[C:17]([NH:20][C:21]1[CH:26]=[CH:25][C:24]([S:27](Cl)(=[O:29])=[O:28])=[CH:23][CH:22]=1)(=[O:19])[CH3:18].